This data is from Full USPTO retrosynthesis dataset with 1.9M reactions from patents (1976-2016). The task is: Predict the reactants needed to synthesize the given product. (1) The reactants are: Cl[C:2]1[N:7]=[C:6]2[N:8]([CH:11]3[CH2:16][CH2:15][CH2:14][CH2:13][O:12]3)[N:9]=[CH:10][C:5]2=[C:4]([O:17][C:18]2[CH:23]=[CH:22][CH:21]=[C:20]([N+:24]([O-:26])=[O:25])[CH:19]=2)[N:3]=1.[CH3:27][O:28][C:29]1[CH:34]=[C:33]([N:35]2[CH2:40][CH2:39][N:38]([CH3:41])[CH2:37][CH2:36]2)[CH:32]=[CH:31][C:30]=1[NH:42]C1N=C(OC2C=CC=C([N+]([O-])=O)C=2)C2C(=CC=CC=2)N=1.CC(C1C=C(C(C)C)C(C2C=CC=CC=2P(C2CCCCC2)C2CCCCC2)=C(C(C)C)C=1)C.C([O-])([O-])=O.[Cs+].[Cs+]. Given the product [CH3:27][O:28][C:29]1[CH:34]=[C:33]([N:35]2[CH2:36][CH2:37][N:38]([CH3:41])[CH2:39][CH2:40]2)[CH:32]=[CH:31][C:30]=1[NH:42][C:2]1[N:7]=[C:6]2[N:8]([CH:11]3[CH2:16][CH2:15][CH2:14][CH2:13][O:12]3)[N:9]=[CH:10][C:5]2=[C:4]([O:17][C:18]2[CH:23]=[CH:22][CH:21]=[C:20]([N+:24]([O-:26])=[O:25])[CH:19]=2)[N:3]=1, predict the reactants needed to synthesize it. (2) Given the product [CH3:21][C:22]1[C:26]([CH:27]([OH:28])[C:2]2[O:3][C:4]3[CH:10]=[CH:9][C:8]([CH2:11][C:12]([O:14][CH3:15])=[O:13])=[CH:7][C:5]=3[CH:6]=2)=[C:25]([CH3:29])[O:24][N:23]=1, predict the reactants needed to synthesize it. The reactants are: Br[C:2]1[O:3][C:4]2[CH:10]=[CH:9][C:8]([CH2:11][C:12]([O:14][CH3:15])=[O:13])=[CH:7][C:5]=2[CH:6]=1.C([Mg]Cl)(C)C.[CH3:21][C:22]1[C:26]([CH:27]=[O:28])=[C:25]([CH3:29])[O:24][N:23]=1.[NH4+].[Cl-]. (3) Given the product [Cl:1][C:2]1[CH:7]=[CH:6][C:5]([C:8]2[N:12]([CH2:13][CH:14]([OH:19])[C:15]([F:16])([F:17])[F:18])[C:11](=[O:20])[N:10]([CH2:21][C:22]3[CH:23]=[C:24]([C:32]4[CH:37]=[CH:36][CH:35]=[CH:34][C:33]=4[C:38]([F:41])([F:39])[F:40])[CH:25]=[CH:26][C:27]=3[C:28]([OH:30])=[O:29])[N:9]=2)=[CH:4][CH:3]=1, predict the reactants needed to synthesize it. The reactants are: [Cl:1][C:2]1[CH:7]=[CH:6][C:5]([C:8]2[N:12]([CH2:13][CH:14]([OH:19])[C:15]([F:18])([F:17])[F:16])[C:11](=[O:20])[N:10]([CH2:21][C:22]3[CH:23]=[C:24]([C:32]4[CH:37]=[CH:36][CH:35]=[CH:34][C:33]=4[C:38]([F:41])([F:40])[F:39])[CH:25]=[CH:26][C:27]=3[C:28]([O:30]C)=[O:29])[N:9]=2)=[CH:4][CH:3]=1.[OH-].[Li+].